From a dataset of Forward reaction prediction with 1.9M reactions from USPTO patents (1976-2016). Predict the product of the given reaction. (1) Given the reactants C[N:2]([CH3:13])[C:3](=[O:12])[C:4]1[CH:9]=[CH:8][CH:7]=[C:6]([CH3:10])[C:5]=1[CH3:11].[OH:14][CH:15]1[CH2:19][CH2:18][N:17]([CH2:20][CH2:21]C#N)[CH2:16]1, predict the reaction product. The product is: [OH:14][CH:15]1[CH2:19][CH2:18][N:17]([CH2:20][CH2:21][C:13]2[NH:2][C:3](=[O:12])[C:4]3[C:5]([CH:11]=2)=[C:6]([CH3:10])[CH:7]=[CH:8][CH:9]=3)[CH2:16]1. (2) Given the reactants C([O:8][C:9]1[CH:10]=[C:11]2[C:15](=[CH:16][CH:17]=1)[NH:14][C:13]1[CH:18]([C:24]([OH:26])=[O:25])[N:19]3[CH2:23][CH:22]([C:12]2=1)[CH2:21][CH2:20]3)C1C=CC=CC=1.[ClH:27], predict the reaction product. The product is: [ClH:27].[OH:8][C:9]1[CH:10]=[C:11]2[C:15](=[CH:16][CH:17]=1)[NH:14][C:13]1[CH:18]([C:24]([OH:26])=[O:25])[N:19]3[CH2:23][CH:22]([C:12]2=1)[CH2:21][CH2:20]3.